From a dataset of Peptide-MHC class II binding affinity with 134,281 pairs from IEDB. Regression. Given a peptide amino acid sequence and an MHC pseudo amino acid sequence, predict their binding affinity value. This is MHC class II binding data. The peptide sequence is VHAVKPVTEEPGMAK. The MHC is HLA-DQA10101-DQB10501 with pseudo-sequence HLA-DQA10101-DQB10501. The binding affinity (normalized) is 0.